From a dataset of Forward reaction prediction with 1.9M reactions from USPTO patents (1976-2016). Predict the product of the given reaction. (1) Given the reactants [CH:1]1([C:7]2[C:8]3[CH:9]=[CH:10][C:11]([C:34]([O:36]C)=[O:35])=[CH:12][C:13]=3[N:14]3[CH2:21][CH2:20][N:19]([CH2:22][CH2:23][N:24]4[CH2:29][CH2:28][O:27][CH2:26][CH2:25]4)[CH2:18][C:17]4[CH:30]=[CH:31][CH:32]=[CH:33][C:16]=4[C:15]=23)[CH2:6][CH2:5][CH2:4][CH2:3][CH2:2]1, predict the reaction product. The product is: [CH:1]1([C:7]2[C:8]3[CH:9]=[CH:10][C:11]([C:34]([OH:36])=[O:35])=[CH:12][C:13]=3[N:14]3[CH2:21][CH2:20][N:19]([CH2:22][CH2:23][N:24]4[CH2:29][CH2:28][O:27][CH2:26][CH2:25]4)[CH2:18][C:17]4[CH:30]=[CH:31][CH:32]=[CH:33][C:16]=4[C:15]=23)[CH2:6][CH2:5][CH2:4][CH2:3][CH2:2]1. (2) The product is: [NH2:1][C:2]1[C:7]2[C:8](=[O:29])[N:9]([C:13]3[CH:18]=[CH:17][C:16]([CH:19]4[CH2:20][CH2:21][CH:22]([CH2:25][C:26]([NH:42][CH3:41])=[O:28])[CH2:23][CH2:24]4)=[CH:15][CH:14]=3)[CH2:10][CH2:11][O:12][C:6]=2[N:5]=[CH:4][N:3]=1. Given the reactants [NH2:1][C:2]1[C:7]2[C:8](=[O:29])[N:9]([C:13]3[CH:18]=[CH:17][C:16]([C@H:19]4[CH2:24][CH2:23][C@H:22]([CH2:25][C:26]([OH:28])=O)[CH2:21][CH2:20]4)=[CH:15][CH:14]=3)[CH2:10][CH2:11][O:12][C:6]=2[N:5]=[CH:4][N:3]=1.C(Cl)(=O)C(Cl)=O.O1CCCC1.[CH3:41][NH2:42], predict the reaction product. (3) Given the reactants [C:1]([O:5][C:6]([N:8]1[C@@H:12](/[CH:13]=[C:14](\Br)/[C:15]2[CH:20]=[CH:19][C:18]([Cl:21])=[CH:17][CH:16]=2)[CH2:11][O:10][C:9]1([CH3:24])[CH3:23])=[O:7])([CH3:4])([CH3:3])[CH3:2].[CH2:25]([Zn]CC)[CH3:26], predict the reaction product. The product is: [C:1]([O:5][C:6]([N:8]1[C@@H:12](/[CH:13]=[C:14](/[C:15]2[CH:20]=[CH:19][C:18]([Cl:21])=[CH:17][CH:16]=2)\[CH2:25][CH3:26])[CH2:11][O:10][C:9]1([CH3:24])[CH3:23])=[O:7])([CH3:4])([CH3:3])[CH3:2]. (4) Given the reactants C(OC1C=CC(C[C@H](NC([C@@H](/C=C/CCCCCCC(F)(F)CCCCCCC)[C@@](O)(CCC)C(O)=O)=O)C(O)=O)=CC=1)C#CC.[CH2:47]([O:51][C:52]1[CH:57]=[CH:56][C:55]([CH2:58][C@H:59]([NH:64][C:65]([C@@H:67](/[CH:76]=[CH:77]/[CH2:78][CH2:79][CH2:80][CH2:81][CH2:82][CH2:83][S:84](=[O:93])(=[O:92])[NH:85][CH2:86][CH2:87][CH2:88][CH2:89][CH2:90][CH3:91])[C@@:68]([OH:75])([CH2:72][CH2:73][CH3:74])[C:69]([OH:71])=[O:70])=[O:66])[C:60]([O:62]C)=[O:61])=[CH:54][CH:53]=1)[C:48]#[C:49][CH3:50], predict the reaction product. The product is: [CH2:47]([O:51][C:52]1[CH:53]=[CH:54][C:55]([CH2:58][C@H:59]([NH:64][C:65]([C@@H:67](/[CH:76]=[CH:77]/[CH2:78][CH2:79][CH2:80][CH2:81][CH2:82][CH2:83][S:84](=[O:93])(=[O:92])[NH:85][CH2:86][CH2:87][CH2:88][CH2:89][CH2:90][CH3:91])[C@@:68]([OH:75])([CH2:72][CH2:73][CH3:74])[C:69]([OH:71])=[O:70])=[O:66])[C:60]([OH:62])=[O:61])=[CH:56][CH:57]=1)[C:48]#[C:49][CH3:50]. (5) Given the reactants [F:1][C:2]([F:16])([C:6]1[CH:11]=[CH:10][CH:9]=[C:8]([O:12][CH2:13][O:14][CH3:15])[CH:7]=1)[C:3]([OH:5])=O.P(Cl)(Cl)(Cl)=O.Cl.[NH2:23][CH2:24][C:25]1[CH:26]=[C:27]2[C:31](=[CH:32][CH:33]=1)[C:30](=[O:34])[N:29]([CH:35]1[CH2:40][CH2:39][C:38](=[O:41])[NH:37][C:36]1=[O:42])[CH2:28]2.C(=O)(O)[O-].[Na+], predict the reaction product. The product is: [O:42]=[C:36]1[CH:35]([N:29]2[CH2:28][C:27]3[C:31](=[CH:32][CH:33]=[C:25]([CH2:24][NH:23][C:3](=[O:5])[C:2]([F:1])([F:16])[C:6]4[CH:11]=[CH:10][CH:9]=[C:8]([O:12][CH2:13][O:14][CH3:15])[CH:7]=4)[CH:26]=3)[C:30]2=[O:34])[CH2:40][CH2:39][C:38](=[O:41])[NH:37]1. (6) Given the reactants [CH:1]1([CH2:7][CH2:8][O:9][C:10]2[CH:11]=[C:12]([CH:28]=[CH:29][CH:30]=2)[C:13]([N:15]2[CH2:20][CH2:19][N:18]([C:21]([NH:23][S:24]([CH3:27])(=[O:26])=[O:25])=[O:22])[CH2:17][CH2:16]2)=[O:14])[CH2:6][CH2:5][CH2:4][CH2:3][CH2:2]1.[C:31](=O)([O-])[O-].[K+].[K+].CI.CCOC(C)=O, predict the reaction product. The product is: [CH:1]1([CH2:7][CH2:8][O:9][C:10]2[CH:11]=[C:12]([CH:28]=[CH:29][CH:30]=2)[C:13]([N:15]2[CH2:20][CH2:19][N:18]([C:21]([N:23]([CH3:31])[S:24]([CH3:27])(=[O:26])=[O:25])=[O:22])[CH2:17][CH2:16]2)=[O:14])[CH2:2][CH2:3][CH2:4][CH2:5][CH2:6]1. (7) Given the reactants Cl.[NH2:2][C:3]1[N:7]([C:8]2[CH:13]=[CH:12][C:11]([CH2:14][C:15]([OH:17])=[O:16])=[CH:10][CH:9]=2)[N:6]=[C:5]([C:18]([CH3:21])([CH3:20])[CH3:19])[CH:4]=1.O=S(Cl)Cl.[CH3:26][CH2:27]O, predict the reaction product. The product is: [C:18]([C:5]1[CH:4]=[C:3]([NH2:2])[N:7]([C:8]2[CH:9]=[CH:10][C:11]([CH2:14][C:15]([O:17][CH2:26][CH3:27])=[O:16])=[CH:12][CH:13]=2)[N:6]=1)([CH3:21])([CH3:20])[CH3:19]. (8) Given the reactants [CH2:1]([N:8]1[CH2:13][CH2:12][CH:11]([N:14]2[CH2:18][C:17]3=[CH:19][N:20]=[C:21]([CH2:22][O:23][Si](C(C)(C)C)(C)C)[N:16]3[C:15]2=[O:31])[CH2:10][CH2:9]1)[C:2]1[CH:7]=[CH:6][CH:5]=[CH:4][CH:3]=1, predict the reaction product. The product is: [CH2:1]([N:8]1[CH2:13][CH2:12][CH:11]([N:14]2[CH2:18][C:17]3=[CH:19][N:20]=[C:21]([CH2:22][OH:23])[N:16]3[C:15]2=[O:31])[CH2:10][CH2:9]1)[C:2]1[CH:3]=[CH:4][CH:5]=[CH:6][CH:7]=1.